From a dataset of Full USPTO retrosynthesis dataset with 1.9M reactions from patents (1976-2016). Predict the reactants needed to synthesize the given product. (1) Given the product [Cl:24][C:25]1[C:26]([N:31]2[C:35]([C:36]([NH:7][C:8]3[C:9]([C:10](=[O:11])[N:12]=[S:13]([CH2:14][CH3:15])[CH2:16][CH3:17])=[CH:18][C:19]([Cl:23])=[CH:20][C:21]=3[CH3:22])=[O:37])=[CH:34][C:33]([C:39]([F:42])([F:40])[F:41])=[N:32]2)=[N:27][CH:28]=[CH:29][CH:30]=1, predict the reactants needed to synthesize it. The reactants are: C(=O)([O-])[O-].[K+].[K+].[NH2:7][C:8]1[C:21]([CH3:22])=[CH:20][C:19]([Cl:23])=[CH:18][C:9]=1[C:10]([N:12]=[S:13]([CH2:16][CH3:17])[CH2:14][CH3:15])=[O:11].[Cl:24][C:25]1[C:26]([N:31]2[C:35]([C:36](Cl)=[O:37])=[CH:34][C:33]([C:39]([F:42])([F:41])[F:40])=[N:32]2)=[N:27][CH:28]=[CH:29][CH:30]=1.C(O)C. (2) Given the product [CH3:1][C:2]1[CH:7]=[CH:6][CH:5]=[CH:4][C:3]=1[CH2:8][CH2:9][C:10]1[CH:15]=[CH:14][N:13]=[CH:12][C:11]=1[C:16]([O:18][CH2:19][CH3:20])=[O:17], predict the reactants needed to synthesize it. The reactants are: [CH3:1][C:2]1[CH:7]=[CH:6][CH:5]=[CH:4][C:3]=1/[CH:8]=[CH:9]/[C:10]1[CH:15]=[CH:14][N:13]=[CH:12][C:11]=1[C:16]([O:18][CH2:19][CH3:20])=[O:17]. (3) Given the product [Cl:38][C:39]1[CH:44]=[CH:43][CH:42]=[CH:41][C:40]=1[C:45]1[CH:53]=[CH:52][C:48]([C:6]([NH:8][C@H:9]([C:10](=[O:12])[NH:59][C:60]2([C:66]#[N:67])[CH2:65][CH2:64][S:63][CH2:62][CH2:61]2)[CH2:13][C:14]2[C:15]([F:21])=[CH:16][CH:17]=[CH:18][C:19]=2[F:20])=[O:7])=[CH:47][N:46]=1, predict the reactants needed to synthesize it. The reactants are: C(O[C:6]([NH:8][C@@H:9]([CH2:13][C:14]1[C:19]([F:20])=[CH:18][CH:17]=[CH:16][C:15]=1[F:21])[C:10]([OH:12])=O)=[O:7])(C)(C)C.ClC1C=CC=CC=1C1C=CC(C(O)=O)=CC=1.[Cl:38][C:39]1[CH:44]=[CH:43][CH:42]=[CH:41][C:40]=1[C:45]1[CH:53]=[CH:52][C:48](C(O)=O)=[CH:47][N:46]=1.Cl.NCC#N.[NH2:59][C:60]1([C:66]#[N:67])[CH2:65][CH2:64][S:63][CH2:62][CH2:61]1. (4) Given the product [CH2:6]([O:5][CH2:4][CH2:3][C@@H:2]1[C:13]2[N:14]([S:21]([C:24]3[CH:30]=[CH:29][C:27]([CH3:28])=[CH:26][CH:25]=3)(=[O:22])=[O:23])[CH:15]=[CH:16][C:17]=2[C:18](=[O:20])[NH:1]1)[C:7]1[CH:8]=[CH:9][CH:10]=[CH:11][CH:12]=1, predict the reactants needed to synthesize it. The reactants are: [NH2:1][C@@H:2]([C:13]1[N:14]([S:21]([C:24]2[CH:30]=[CH:29][C:27]([CH3:28])=[CH:26][CH:25]=2)(=[O:23])=[O:22])[CH:15]=[CH:16][C:17]=1[C:18]([OH:20])=O)[CH2:3][CH2:4][O:5][CH2:6][C:7]1[CH:12]=[CH:11][CH:10]=[CH:9][CH:8]=1.C(O)(C(F)(F)F)=O.CCN(C(C)C)C(C)C.CCCP1(OP(CCC)(=O)OP(CCC)(=O)O1)=O. (5) Given the product [Br:18][C:19]1[S:20][C:21]([C:26]([O:28][CH2:29][CH3:30])=[O:27])=[C:22]([Br:24])[N:23]=1, predict the reactants needed to synthesize it. The reactants are: C(NC(C)C)(C)C.O1CCCC1.C([Li])CCC.[Br:18][C:19]1[S:20][CH:21]=[C:22]([Br:24])[N:23]=1.Cl[C:26]([O:28][CH2:29][CH3:30])=[O:27]. (6) Given the product [F:30][C:31]1[CH:36]=[CH:35][C:34]([CH2:37][O:38][C:39]2[CH:47]=[CH:46][C:45]([CH:48]=[O:49])=[CH:44][C:40]=2[C:41]([NH:7][C:3]2[CH:2]=[N:1][CH:6]=[CH:5][CH:4]=2)=[O:42])=[CH:33][CH:32]=1, predict the reactants needed to synthesize it. The reactants are: [N:1]1[CH:6]=[CH:5][CH:4]=[C:3]([NH2:7])[CH:2]=1.C(Cl)CCl.C1C=CC2N(O)N=NC=2C=1.C(N1CCOCC1)C.[F:30][C:31]1[CH:36]=[CH:35][C:34]([CH2:37][O:38][C:39]2[CH:47]=[CH:46][C:45]([CH:48]=[O:49])=[CH:44][C:40]=2[C:41](O)=[O:42])=[CH:33][CH:32]=1.